This data is from NCI-60 drug combinations with 297,098 pairs across 59 cell lines. The task is: Regression. Given two drug SMILES strings and cell line genomic features, predict the synergy score measuring deviation from expected non-interaction effect. Drug 1: CC1=C(C=C(C=C1)NC(=O)C2=CC=C(C=C2)CN3CCN(CC3)C)NC4=NC=CC(=N4)C5=CN=CC=C5. Drug 2: CC1=C2C(C(=O)C3(C(CC4C(C3C(C(C2(C)C)(CC1OC(=O)C(C(C5=CC=CC=C5)NC(=O)OC(C)(C)C)O)O)OC(=O)C6=CC=CC=C6)(CO4)OC(=O)C)O)C)O. Cell line: OVCAR-4. Synergy scores: CSS=27.2, Synergy_ZIP=12.5, Synergy_Bliss=13.3, Synergy_Loewe=7.94, Synergy_HSA=8.12.